From a dataset of Peptide-MHC class II binding affinity with 134,281 pairs from IEDB. Regression. Given a peptide amino acid sequence and an MHC pseudo amino acid sequence, predict their binding affinity value. This is MHC class II binding data. (1) The peptide sequence is ETALKKAITAMSE. The MHC is DRB3_0202 with pseudo-sequence DRB3_0202. The binding affinity (normalized) is 0.369. (2) The binding affinity (normalized) is 0.401. The MHC is DRB1_0701 with pseudo-sequence DRB1_0701. The peptide sequence is EDLVRAYHAMSRTHE. (3) The peptide sequence is FETNVSHNVQGATVA. The MHC is HLA-DQA10401-DQB10402 with pseudo-sequence HLA-DQA10401-DQB10402. The binding affinity (normalized) is 0.412. (4) The peptide sequence is NKELRLMYVNCVKKN. The MHC is HLA-DQA10301-DQB10302 with pseudo-sequence HLA-DQA10301-DQB10302. The binding affinity (normalized) is 0.0816. (5) The peptide sequence is AHARSYQTLSTQAAA. The binding affinity (normalized) is 0.393. The MHC is DRB1_0401 with pseudo-sequence DRB1_0401. (6) The peptide sequence is AEKFKEDVINDFVSS. The binding affinity (normalized) is 0.178. The MHC is DRB5_0101 with pseudo-sequence DRB5_0101. (7) The peptide sequence is LEAAVKQAYAATVAT. The MHC is DRB1_0802 with pseudo-sequence DRB1_0802. The binding affinity (normalized) is 0.496. (8) The peptide sequence is ILQLGDLLGLEEDLN. The MHC is DRB1_0101 with pseudo-sequence DRB1_0101. The binding affinity (normalized) is 0.150.